This data is from TCR-epitope binding with 47,182 pairs between 192 epitopes and 23,139 TCRs. The task is: Binary Classification. Given a T-cell receptor sequence (or CDR3 region) and an epitope sequence, predict whether binding occurs between them. (1) The epitope is KTSVDCTMYI. The TCR CDR3 sequence is CASSAGAGELFF. Result: 0 (the TCR does not bind to the epitope). (2) The epitope is KLPDDFTGCV. The TCR CDR3 sequence is CASSTSSGAYEQYF. Result: 1 (the TCR binds to the epitope). (3) The epitope is VVYRGTTTY. The TCR CDR3 sequence is CASSLTLEQFF. Result: 0 (the TCR does not bind to the epitope).